Dataset: NCI-60 drug combinations with 297,098 pairs across 59 cell lines. Task: Regression. Given two drug SMILES strings and cell line genomic features, predict the synergy score measuring deviation from expected non-interaction effect. (1) Drug 1: C1CCC(CC1)NC(=O)N(CCCl)N=O. Drug 2: C1=NC2=C(N=C(N=C2N1C3C(C(C(O3)CO)O)O)F)N. Cell line: ACHN. Synergy scores: CSS=17.1, Synergy_ZIP=-2.71, Synergy_Bliss=0.683, Synergy_Loewe=-1.85, Synergy_HSA=0.972. (2) Drug 1: CC1=C(N=C(N=C1N)C(CC(=O)N)NCC(C(=O)N)N)C(=O)NC(C(C2=CN=CN2)OC3C(C(C(C(O3)CO)O)O)OC4C(C(C(C(O4)CO)O)OC(=O)N)O)C(=O)NC(C)C(C(C)C(=O)NC(C(C)O)C(=O)NCCC5=NC(=CS5)C6=NC(=CS6)C(=O)NCCC[S+](C)C)O. Drug 2: C(CN)CNCCSP(=O)(O)O. Cell line: UACC62. Synergy scores: CSS=29.7, Synergy_ZIP=-2.58, Synergy_Bliss=0.336, Synergy_Loewe=-31.3, Synergy_HSA=-1.44.